Dataset: Forward reaction prediction with 1.9M reactions from USPTO patents (1976-2016). Task: Predict the product of the given reaction. (1) Given the reactants [Cl-].[NH4+].[N+:3]([C:6]1[CH:7]=[C:8]([C:22]2[CH:27]=[CH:26][CH:25]=[CH:24][C:23]=2[C:28]2[NH:32][N:31]=[N:30][N:29]=2)[CH:9]=[CH:10][C:11]=1[N:12]1[C:21]2[C:16](=[CH:17][CH:18]=[CH:19][CH:20]=2)[CH2:15][CH2:14][CH2:13]1)([O-])=O, predict the reaction product. The product is: [N:12]1([C:11]2[CH:10]=[CH:9][C:8]([C:22]3[CH:27]=[CH:26][CH:25]=[CH:24][C:23]=3[C:28]3[NH:32][N:31]=[N:30][N:29]=3)=[CH:7][C:6]=2[NH2:3])[C:21]2[C:16](=[CH:17][CH:18]=[CH:19][CH:20]=2)[CH2:15][CH2:14][CH2:13]1. (2) Given the reactants [CH3:1][O:2][C:3](=[O:11])[C:4]1[CH:9]=[CH:8][CH:7]=[C:6](Br)[CH:5]=1.C([C:14]1[CH:19]=[CH:18][C:17](B(O)O)=[CH:16][CH:15]=1)=O.[C:23]([O-])([O-])=[O:24].[Na+].[Na+].O, predict the reaction product. The product is: [CH3:1][O:2][C:3]([C:4]1[CH:5]=[C:6]([C:14]2[CH:19]=[CH:18][CH:17]=[CH:16][CH:15]=2)[CH:7]=[CH:8][C:9]=1[CH:23]=[O:24])=[O:11]. (3) Given the reactants [Cl:1][C:2]1[CH:3]=[CH:4][C:5](=[O:37])[N:6]([CH2:8][C:9]2[CH:14]=[CH:13][C:12]([CH2:15][N:16]3[CH:24]=[C:23]4[C:18]([N:19]=[CH:20][N:21]=[C:22]4[NH:25][CH2:26][C:27]4[C:32]([Cl:33])=[CH:31][CH:30]=[C:29]([O:34]C)[C:28]=4[F:36])=[N:17]3)=[CH:11][CH:10]=2)[CH:7]=1.B(Br)(Br)Br, predict the reaction product. The product is: [Cl:1][C:2]1[CH:3]=[CH:4][C:5](=[O:37])[N:6]([CH2:8][C:9]2[CH:14]=[CH:13][C:12]([CH2:15][N:16]3[CH:24]=[C:23]4[C:18]([N:19]=[CH:20][N:21]=[C:22]4[NH:25][CH2:26][C:27]4[C:32]([Cl:33])=[CH:31][CH:30]=[C:29]([OH:34])[C:28]=4[F:36])=[N:17]3)=[CH:11][CH:10]=2)[CH:7]=1. (4) Given the reactants [NH2:1][C:2]1[CH:3]=[C:4]([CH:8]=[CH:9][C:10]=1[C:11]([F:14])([F:13])[F:12])[C:5]([OH:7])=[O:6].[CH2:15](OCC)C.CO.C[Si](C=[N+]=[N-])(C)C, predict the reaction product. The product is: [CH3:15][O:6][C:5](=[O:7])[C:4]1[CH:8]=[CH:9][C:10]([C:11]([F:12])([F:13])[F:14])=[C:2]([NH2:1])[CH:3]=1. (5) The product is: [ClH:60].[F:45][C:41]1[N:40]=[C:39]([NH:6][S:7]([C:10]2[CH:38]=[CH:37][C:13]3[N:14]([C@@H:18]([C:20]4[CH:21]=[CH:22][CH:23]=[C:24]5[C:29]=4[CH2:28][NH:27][CH2:26][CH2:25]5)[CH3:19])[C:15](=[O:17])[O:16][C:12]=3[CH:11]=2)(=[O:9])=[O:8])[CH:44]=[CH:43][CH:42]=1. Given the reactants COC1C=C(OC)C=CC=1C[N:6]([C:39]1[CH:44]=[CH:43][CH:42]=[C:41]([F:45])[N:40]=1)[S:7]([C:10]1[CH:38]=[CH:37][C:13]2[N:14]([C@@H:18]([C:20]3[CH:21]=[CH:22][CH:23]=[C:24]4[C:29]=3[CH2:28][N:27](C(OC(C)(C)C)=O)[CH2:26][CH2:25]4)[CH3:19])[C:15](=[O:17])[O:16][C:12]=2[CH:11]=1)(=[O:9])=[O:8].C(O)(C(F)(F)F)=O.C(Cl)[Cl:60], predict the reaction product.